This data is from Forward reaction prediction with 1.9M reactions from USPTO patents (1976-2016). The task is: Predict the product of the given reaction. (1) Given the reactants [S:1]1[CH:5]=[CH:4][N:3]=[C:2]1[C:6]1[CH:23]=[CH:22][C:9]2[CH2:10][CH2:11][N:12]([C:15]([O:17][C:18]([CH3:21])([CH3:20])[CH3:19])=[O:16])[CH2:13][CH2:14][C:8]=2[CH:7]=1.C1C(=O)N([Br:31])C(=O)C1, predict the reaction product. The product is: [Br:31][C:5]1[S:1][C:2]([C:6]2[CH:23]=[CH:22][C:9]3[CH2:10][CH2:11][N:12]([C:15]([O:17][C:18]([CH3:20])([CH3:19])[CH3:21])=[O:16])[CH2:13][CH2:14][C:8]=3[CH:7]=2)=[N:3][CH:4]=1. (2) Given the reactants [N:1]1([C:7]2[CH:12]=[CH:11][C:10]([NH:13][C:14]3[C:15]4[N:16]([N:25]=[CH:26][N:27]=4)[C:17]([C:20]4[CH:24]=[CH:23][S:22][CH:21]=4)=[CH:18][N:19]=3)=[CH:9][CH:8]=2)[CH2:6][CH2:5]O[CH2:3][CH2:2]1.BrC1N2N=CN=C2C([NH:38][C:39]2[CH:44]=[CH:44][C:39]([N:38]3CCN(C(C)C)CC3)=[CH:40][CH:40]=2)=NC=1, predict the reaction product. The product is: [CH:39]([N:38]1[CH2:5][CH2:6][N:1]([C:7]2[CH:12]=[CH:11][C:10]([NH:13][C:14]3[C:15]4[N:16]([N:25]=[CH:26][N:27]=4)[C:17]([C:20]4[CH:24]=[CH:23][S:22][CH:21]=4)=[CH:18][N:19]=3)=[CH:9][CH:8]=2)[CH2:2][CH2:3]1)([CH3:44])[CH3:40].